From a dataset of Full USPTO retrosynthesis dataset with 1.9M reactions from patents (1976-2016). Predict the reactants needed to synthesize the given product. (1) Given the product [CH3:1][O:2][C:3](=[O:15])[C:4]1[CH:9]=[C:8]([S:10]([CH3:13])(=[O:12])=[O:11])[CH:7]=[CH:6][C:5]=1[O:14][CH2:29][CH:34]1[CH2:31][CH2:32][CH2:33]1, predict the reactants needed to synthesize it. The reactants are: [CH3:1][O:2][C:3](=[O:15])[C:4]1[CH:9]=[C:8]([S:10]([CH3:13])(=[O:12])=[O:11])[CH:7]=[CH:6][C:5]=1[OH:14].[C:33]1(P([C:29]2[CH:34]=[CH:33][CH:32]=[CH:31]C=2)[C:33]2[CH:34]=[CH:29]C=[CH:31][CH:32]=2)[CH:34]=[CH:29]C=[CH:31][CH:32]=1.C1(CO)CCC1.N(C(OC(C)(C)C)=O)=NC(OC(C)(C)C)=O. (2) Given the product [CH2:11]([O:18][C:2]1[CH:10]=[CH:9][C:5]([C:6]([OH:8])=[O:7])=[CH:4][N:3]=1)[C:12]1[CH:17]=[CH:16][CH:15]=[CH:14][CH:13]=1, predict the reactants needed to synthesize it. The reactants are: Cl[C:2]1[CH:10]=[CH:9][C:5]([C:6]([OH:8])=[O:7])=[CH:4][N:3]=1.[CH2:11]([OH:18])[C:12]1[CH:17]=[CH:16][CH:15]=[CH:14][CH:13]=1.[OH-].[K+].Cl. (3) Given the product [ClH:3].[Cl:3][CH2:28][C:22]1[CH:23]=[N:24][C:25]2[C:20]([CH:21]=1)=[CH:19][CH:18]=[C:17]([NH:16][C:14](=[O:15])[C:13]1[CH:30]=[CH:31][C:10]([O:9][CH2:8][CH:5]3[CH2:7][CH2:6]3)=[CH:11][CH:12]=1)[C:26]=2[CH3:27], predict the reactants needed to synthesize it. The reactants are: S(Cl)([Cl:3])=O.[CH:5]1([CH2:8][O:9][C:10]2[CH:31]=[CH:30][C:13]([C:14]([NH:16][C:17]3[C:26]([CH3:27])=[C:25]4[C:20]([CH:21]=[C:22]([CH2:28]O)[CH:23]=[N:24]4)=[CH:19][CH:18]=3)=[O:15])=[CH:12][CH:11]=2)[CH2:7][CH2:6]1. (4) Given the product [CH:11]1([CH2:16][CH2:17][C:18]([N:20]=[C:21]=[S:22])=[O:19])[CH2:12][CH2:13][CH2:14][CH2:15]1.[Cl:23][C:24]1[CH:25]=[C:26]([NH:27][C:21]([NH:20][C:18](=[O:19])[CH2:17][CH2:16][CH:11]2[CH2:12][CH2:13][CH2:14][CH2:15]2)=[S:22])[CH:28]=[CH:29][C:30]=1[O:31][C:32]1[C:41]2[C:36](=[CH:37][C:38]([O:44][CH3:45])=[C:39]([O:42][CH3:43])[CH:40]=2)[N:35]=[CH:34][CH:33]=1, predict the reactants needed to synthesize it. The reactants are: C1(CCC(Cl)=O)CCCC1.[CH:11]1([CH2:16][CH2:17][C:18]([N:20]=[C:21]=[S:22])=[O:19])[CH2:15][CH2:14][CH2:13][CH2:12]1.[Cl:23][C:24]1[CH:25]=[C:26]([CH:28]=[CH:29][C:30]=1[O:31][C:32]1[C:41]2[C:36](=[CH:37][C:38]([O:44][CH3:45])=[C:39]([O:42][CH3:43])[CH:40]=2)[N:35]=[CH:34][CH:33]=1)[NH2:27].C1(C)C=CC=CC=1. (5) Given the product [CH2:1]([O:3][C:4](=[O:14])[C:5]1[C:10]([Cl:11])=[CH:9][C:8]([C:18]2[C:19]([CH2:23][CH3:24])=[CH:20][CH:21]=[CH:22][C:17]=2[CH2:15][CH3:16])=[N:7][C:6]=1[CH3:13])[CH3:2], predict the reactants needed to synthesize it. The reactants are: [CH2:1]([O:3][C:4](=[O:14])[C:5]1[C:10]([Cl:11])=[CH:9][C:8](Cl)=[N:7][C:6]=1[CH3:13])[CH3:2].[CH2:15]([C:17]1[CH:22]=[CH:21][CH:20]=[C:19]([CH2:23][CH3:24])[C:18]=1B(O)O)[CH3:16].C(=O)([O-])[O-].[Na+].[Na+].